From a dataset of Full USPTO retrosynthesis dataset with 1.9M reactions from patents (1976-2016). Predict the reactants needed to synthesize the given product. Given the product [C:3]1([O:9][P:13]([Cl:17])(=[O:14])[O:9][C:3]2[C:4]([CH3:8])=[CH:5][CH:6]=[CH:7][C:2]=2[CH3:1])[C:4]([CH3:8])=[CH:5][CH:6]=[CH:7][C:2]=1[CH3:1], predict the reactants needed to synthesize it. The reactants are: [CH3:1][C:2]1[CH:7]=[CH:6][CH:5]=[C:4]([CH3:8])[C:3]=1[OH:9].[Cl-].[Mg+2].[Cl-].[P:13]([Cl:17])(Cl)(Cl)=[O:14].